This data is from Full USPTO retrosynthesis dataset with 1.9M reactions from patents (1976-2016). The task is: Predict the reactants needed to synthesize the given product. (1) Given the product [CH2:22]([O:21][C:2]1[N:11]=[C:10]2[C:5]([CH:6]=[C:7]([C:16]([O:18][CH2:19][CH3:20])=[O:17])[C:8]([C:12]([F:15])([F:14])[F:13])=[N:9]2)=[CH:4][CH:3]=1)[CH3:23], predict the reactants needed to synthesize it. The reactants are: Cl[C:2]1[N:11]=[C:10]2[C:5]([CH:6]=[C:7]([C:16]([O:18][CH2:19][CH3:20])=[O:17])[C:8]([C:12]([F:15])([F:14])[F:13])=[N:9]2)=[CH:4][CH:3]=1.[O-:21][CH2:22][CH3:23].[Na+]. (2) Given the product [C:23]([O:26][C:27]([N:14]1[C@@H:15]([CH2:18][OH:19])[CH2:16][CH2:17][C@H:13]1[C:11](=[O:12])[NH:10][C:6]1[CH:7]=[CH:8][CH:9]=[C:4]([O:3][C:2]([F:20])([F:1])[F:21])[CH:5]=1)=[O:28])([CH3:25])([CH3:24])[CH3:22], predict the reactants needed to synthesize it. The reactants are: [F:1][C:2]([F:21])([F:20])[O:3][C:4]1[CH:5]=[C:6]([NH:10][C:11]([C@@H:13]2[CH2:17][CH2:16][C@H:15]([CH2:18][OH:19])[NH:14]2)=[O:12])[CH:7]=[CH:8][CH:9]=1.[CH3:22][C:23]([O:26][C:27](O[C:27]([O:26][C:23]([CH3:25])([CH3:24])[CH3:22])=[O:28])=[O:28])([CH3:25])[CH3:24].C([O-])(O)=O.[Na+].Cl.